Predict the product of the given reaction. From a dataset of Forward reaction prediction with 1.9M reactions from USPTO patents (1976-2016). (1) Given the reactants [CH2:1]([NH:8][CH2:9][CH2:10][C:11]([O:13][CH2:14][CH3:15])=[O:12])[C:2]1[CH:7]=[CH:6][CH:5]=[CH:4][CH:3]=1.C(N(CC)CC)C.[C:23](O[C:23]([O:25][C:26]([CH3:29])([CH3:28])[CH3:27])=[O:24])([O:25][C:26]([CH3:29])([CH3:28])[CH3:27])=[O:24], predict the reaction product. The product is: [CH2:1]([N:8]([CH2:9][CH2:10][C:11]([O:13][CH2:14][CH3:15])=[O:12])[C:23]([O:25][C:26]([CH3:29])([CH3:28])[CH3:27])=[O:24])[C:2]1[CH:7]=[CH:6][CH:5]=[CH:4][CH:3]=1. (2) Given the reactants [CH3:1][O:2][C:3]([C:5]1([CH2:10][NH2:11])[CH2:9][CH2:8][CH2:7][CH2:6]1)=[O:4].[C:12]1(=O)[CH2:16][CH2:15][CH2:14][CH2:13]1.C([O-])(=O)C.[Na+].C(O[BH-](OC(=O)C)OC(=O)C)(=O)C.[Na+], predict the reaction product. The product is: [CH3:1][O:2][C:3]([C:5]1([CH2:10][NH:11][CH:12]2[CH2:16][CH2:15][CH2:14][CH2:13]2)[CH2:6][CH2:7][CH2:8][CH2:9]1)=[O:4]. (3) Given the reactants [Cl:1][C:2]1[CH:3]=[C:4]([C:21]([NH:23][OH:24])=[NH:22])[CH:5]=[C:6]2[C:10]=1[C:9](=[O:11])[N:8]([CH2:12][CH:13]1[CH2:18][CH2:17][C:16]([F:20])([F:19])[CH2:15][CH2:14]1)[CH2:7]2.[Cl:25][CH2:26][C:27](Cl)=O.C([O-])([O-])=O.[K+].[K+], predict the reaction product. The product is: [Cl:1][C:2]1[CH:3]=[C:4]([C:21]2[N:22]=[C:27]([CH2:26][Cl:25])[O:24][N:23]=2)[CH:5]=[C:6]2[C:10]=1[C:9](=[O:11])[N:8]([CH2:12][CH:13]1[CH2:14][CH2:15][C:16]([F:19])([F:20])[CH2:17][CH2:18]1)[CH2:7]2. (4) The product is: [NH2:6][C:7](=[O:33])[C@@H:8]([NH:17][C:18]([C@@H:20]1[CH2:25][CH2:24][CH2:23][CH2:22][N:21]1[C:26]([O:28][C:29]([CH3:32])([CH3:31])[CH3:30])=[O:27])=[O:19])[CH2:9][C:10]1[CH:15]=[CH:14][C:13]([B:37]2[O:38][C:39]([CH3:41])([CH3:40])[C:35]([CH3:51])([CH3:34])[O:36]2)=[CH:12][CH:11]=1. Given the reactants C([O-])(=O)C.[K+].[NH2:6][C:7](=[O:33])[C@@H:8]([NH:17][C:18]([C@@H:20]1[CH2:25][CH2:24][CH2:23][CH2:22][N:21]1[C:26]([O:28][C:29]([CH3:32])([CH3:31])[CH3:30])=[O:27])=[O:19])[CH2:9][C:10]1[CH:15]=[CH:14][C:13](I)=[CH:12][CH:11]=1.[CH3:34][C:35]1([CH3:51])[C:39]([CH3:41])([CH3:40])[O:38][B:37]([B:37]2[O:38][C:39]([CH3:41])([CH3:40])[C:35]([CH3:51])([CH3:34])[O:36]2)[O:36]1, predict the reaction product. (5) The product is: [CH:5]1[C:6]2[C:10]3[CH2:11][CH2:12][CH2:13][CH2:14][CH2:15][C:9]=3[O:8][C:7]=2[CH:16]=[CH:17][C:4]=1[NH2:1]. Given the reactants [N+:1]([C:4]1[CH:17]=[CH:16][C:7]2[O:8][C:9]3[CH2:15][CH2:14][CH2:13][CH2:12][CH2:11][C:10]=3[C:6]=2[CH:5]=1)([O-])=O, predict the reaction product. (6) The product is: [N:48]1([C:29]([C:26]2[CH:25]=[C:24]([C:20]3[CH:19]=[C:18]([O:17][C:16]4[CH:32]=[CH:33][C:13]([NH:12][C:10]([NH:9][C:3]5[CH:4]=[C:5]([CH3:8])[CH:6]=[CH:7][C:2]=5[F:1])=[O:11])=[CH:14][CH:15]=4)[CH:23]=[CH:22][N:21]=3)[NH:28][CH:27]=2)=[O:30])[CH2:47][CH2:46][CH2:43]1. Given the reactants [F:1][C:2]1[CH:7]=[CH:6][C:5]([CH3:8])=[CH:4][C:3]=1[NH:9][C:10]([NH:12][C:13]1[CH:33]=[CH:32][C:16]([O:17][C:18]2[CH:23]=[CH:22][N:21]=[C:20]([C:24]3[NH:28][CH:27]=[C:26]([C:29](O)=[O:30])[CH:25]=3)[CH:19]=2)=[CH:15][CH:14]=1)=[O:11].CN(C(ON1N=NC2C=[CH:46][CH:47]=[N:48][C:43]1=2)=[N+](C)C)C.F[P-](F)(F)(F)(F)F.C(N(CC)C(C)C)(C)C.N1CCC1.Cl, predict the reaction product. (7) The product is: [CH3:1][O:2][C:3]1[CH:4]=[C:5]([CH2:11][CH2:12][NH:13][C:14]2[N:19]=[C:18]([O:20][CH3:21])[N:17]=[C:16]([C:22]3[CH:23]=[C:24]([CH:28]=[CH:29][CH:30]=3)[C:25]([NH:53][CH2:54][CH2:55][N:56]3[CH2:60][CH2:59][CH2:58][CH2:57]3)=[O:27])[CH:15]=2)[CH:6]=[CH:7][C:8]=1[O:9][CH3:10]. Given the reactants [CH3:1][O:2][C:3]1[CH:4]=[C:5]([CH2:11][CH2:12][NH:13][C:14]2[N:19]=[C:18]([O:20][CH3:21])[N:17]=[C:16]([C:22]3[CH:23]=[C:24]([CH:28]=[CH:29][CH:30]=3)[C:25]([OH:27])=O)[CH:15]=2)[CH:6]=[CH:7][C:8]=1[O:9][CH3:10].OC1C2N=NNC=2C=CC=1.Cl.CN(C)CCCN=C=NCC.[NH2:53][CH2:54][CH2:55][N:56]1[CH2:60][CH2:59][CH2:58][CH2:57]1.C(N(CC)C(C)C)(C)C, predict the reaction product. (8) The product is: [CH3:1][C:2]1[CH:7]=[CH:6][N:5]=[C:4]([NH:8][CH2:9][CH2:10][CH2:11][O:12][C:13]2[CH:14]=[CH:15][C:16]3[CH2:22][C@@H:21]([CH2:23][C:24]([OH:26])=[O:25])[C:20]4[CH:29]=[CH:30][CH:31]=[CH:32][C:19]=4[CH2:18][C:17]=3[CH:33]=2)[CH:3]=1. Given the reactants [CH3:1][C:2]1[CH:7]=[CH:6][N:5]=[C:4]([NH:8][CH2:9][CH2:10][CH2:11][O:12][C:13]2[CH:14]=[CH:15][C:16]3[CH2:22][C@@H:21]([CH2:23][C:24]([O:26]CC)=[O:25])[C:20]4[CH:29]=[CH:30][CH:31]=[CH:32][C:19]=4[CH2:18][C:17]=3[CH:33]=2)[CH:3]=1.[OH-].[Na+], predict the reaction product. (9) The product is: [F:16][C:17]1[CH:25]=[CH:24][C:23]([O:26][C:2]2[C:7]([C:8]3[N:9]=[C:10]([NH:14][CH3:15])[N:11]=[CH:12][N:13]=3)=[CH:6][CH:5]=[CH:4][N:3]=2)=[CH:22][C:18]=1[C:19]([OH:21])=[O:20]. Given the reactants Cl[C:2]1[C:7]([C:8]2[N:13]=[CH:12][N:11]=[C:10]([NH:14][CH3:15])[N:9]=2)=[CH:6][CH:5]=[CH:4][N:3]=1.[F:16][C:17]1[CH:25]=[CH:24][C:23]([OH:26])=[CH:22][C:18]=1[C:19]([OH:21])=[O:20].C([O-])([O-])=O.[Cs+].[Cs+].CS(C)=O, predict the reaction product. (10) Given the reactants FC(F)(F)C(O)=O.C(OC(=O)[NH:14][C@@H:15]1[C:23]2[C:18](=[CH:19][CH:20]=[C:21]([N:24]=[C:25]([NH:27][CH2:28][CH2:29][C:30]3[CH:35]=[CH:34][C:33]([F:36])=[C:32]([F:37])[CH:31]=3)[CH3:26])[CH:22]=2)[CH2:17][C@H:16]1[OH:38])(C)(C)C.O=C1CCC(=O)N1O[C:48]([C:50]1[CH:55]=[CH:54][C:53]([C:56]2[CH:61]=[CH:60][CH:59]=[CH:58][CH:57]=2)=[CH:52][C:51]=1[F:62])=[O:49].C(N(CC)CC)C, predict the reaction product. The product is: [F:37][C:32]1[CH:31]=[C:30]([CH:35]=[CH:34][C:33]=1[F:36])[CH2:29][CH2:28][NH:27][C:25](=[N:24][C:21]1[CH:22]=[C:23]2[C:18]([CH2:17][C@@H:16]([OH:38])[C@@H:15]2[NH:14][C:48]([C:50]2[CH:55]=[CH:54][C:53]([C:56]3[CH:57]=[CH:58][CH:59]=[CH:60][CH:61]=3)=[CH:52][C:51]=2[F:62])=[O:49])=[CH:19][CH:20]=1)[CH3:26].